Dataset: Reaction yield outcomes from USPTO patents with 853,638 reactions. Task: Predict the reaction yield, written as a fraction of the theoretical maximum amount of product (1.0 means a 100% yield; for example, 0.34 means a 34% yield). (1) The reactants are [C:1](N1C=CN=C1)(N1C=CN=C1)=[O:2].[OH:13][C@@H:14]1[CH2:18][CH2:17][O:16][CH2:15]1.C(N(CC)CC)C.[F:26][C:27]1[CH:47]=[C:46]([S:48]([CH3:51])(=[O:50])=[O:49])[CH:45]=[CH:44][C:28]=1[O:29][C:30]1[C:35]([CH3:36])=[C:34]([O:37][CH:38]2[CH2:43][CH2:42][NH:41][CH2:40][CH2:39]2)[N:33]=[CH:32][N:31]=1. The catalyst is C1COCC1. The product is [O:16]1[CH2:17][CH2:18][C@@H:14]([O:13][C:1]([N:41]2[CH2:42][CH2:43][CH:38]([O:37][C:34]3[C:35]([CH3:36])=[C:30]([O:29][C:28]4[CH:44]=[CH:45][C:46]([S:48]([CH3:51])(=[O:49])=[O:50])=[CH:47][C:27]=4[F:26])[N:31]=[CH:32][N:33]=3)[CH2:39][CH2:40]2)=[O:2])[CH2:15]1. The yield is 0.420. (2) The reactants are [C:1]([O:5][C:6]([NH:8][C@H:9]([C:24]([OH:26])=[O:25])[CH2:10][C:11]1[C:19]2[C:14](=[CH:15][CH:16]=[CH:17][CH:18]=2)[N:13]([CH2:20][CH2:21][CH2:22][CH3:23])[CH:12]=1)=[O:7])([CH3:4])([CH3:3])[CH3:2].[C:27](=O)([O-])[O-].[K+].[K+].IC. The catalyst is CN(C=O)C. The product is [C:1]([O:5][C:6]([NH:8][C@H:9]([C:24]([O:26][CH3:27])=[O:25])[CH2:10][C:11]1[C:19]2[C:14](=[CH:15][CH:16]=[CH:17][CH:18]=2)[N:13]([CH2:20][CH2:21][CH2:22][CH3:23])[CH:12]=1)=[O:7])([CH3:2])([CH3:3])[CH3:4]. The yield is 0.650. (3) The reactants are Br[C:2]1[CH:3]=[C:4]2[C:9](=[CH:10][CH:11]=1)[N:8]=[C:7]([O:12][CH2:13][CH2:14][CH2:15][CH2:16][CH2:17][CH2:18][CH3:19])[CH:6]=[CH:5]2.[N+:20]([CH2:23][CH3:24])([O-:22])=[O:21].C(=O)([O-])[O-].[Cs+].[Cs+]. The catalyst is COCCOC.C1C=CC(/C=C/C(/C=C/C2C=CC=CC=2)=O)=CC=1.C1C=CC(/C=C/C(/C=C/C2C=CC=CC=2)=O)=CC=1.C1C=CC(/C=C/C(/C=C/C2C=CC=CC=2)=O)=CC=1.[Pd].[Pd].C(P(C(C)(C)C)C1C=CC=CC=1C1C=CC=CC=1C)(C)(C)C. The product is [CH2:13]([O:12][C:7]1[CH:6]=[CH:5][C:4]2[C:9](=[CH:10][CH:11]=[C:2]([CH:23]([N+:20]([O-:22])=[O:21])[CH3:24])[CH:3]=2)[N:8]=1)[CH2:14][CH2:15][CH2:16][CH2:17][CH2:18][CH3:19]. The yield is 0.780. (4) The reactants are [CH3:1][C:2]1[O:6][N:5]=[C:4]([C:7]2[CH:12]=[CH:11][CH:10]=[CH:9][CH:8]=2)[C:3]=1[CH2:13][O:14][C:15]1[CH:23]=[CH:22][C:18]([C:19]([OH:21])=O)=[CH:17][N:16]=1.F[B-](F)(F)F.[N:29]1(OC(N(C)C)=[N+](C)C)[C:33]2C=CC=CC=2N=N1.C(N(CC)C(C)C)(C)C.CN. The catalyst is CN(C=O)C. The product is [CH3:33][NH:29][C:19](=[O:21])[C:18]1[CH:22]=[CH:23][C:15]([O:14][CH2:13][C:3]2[C:4]([C:7]3[CH:8]=[CH:9][CH:10]=[CH:11][CH:12]=3)=[N:5][O:6][C:2]=2[CH3:1])=[N:16][CH:17]=1. The yield is 0.330. (5) The reactants are [OH:1][CH2:2][CH2:3][O:4][C:5](=[O:8])[CH:6]=[CH2:7].[CH3:9][O:10][C:11](=[O:15])[C:12]([CH3:14])=[CH2:13].CC(N=NC(C#N)(C)C)(C#N)C. The catalyst is C1COCC1. The product is [OH:1][CH2:2][CH2:3][O:4][C:5](=[O:8])[CH:6]=[CH2:7].[CH3:9][O:10][C:11](=[O:15])[C:12]([CH3:14])=[CH2:13]. The yield is 0.820. (6) The reactants are [OH-].[Na+].[NH2:3][C:4]1[CH:12]=[CH:11][C:7]([C:8]([OH:10])=[O:9])=[CH:6][CH:5]=1.[C:13](Cl)(=[O:22])[O:14][CH2:15][C:16]1[CH:21]=[CH:20][CH:19]=[CH:18][CH:17]=1. The catalyst is O. The product is [CH2:15]([O:14][C:13]([NH:3][C:4]1[CH:12]=[CH:11][C:7]([C:8]([OH:10])=[O:9])=[CH:6][CH:5]=1)=[O:22])[C:16]1[CH:21]=[CH:20][CH:19]=[CH:18][CH:17]=1. The yield is 0.840. (7) The reactants are Br[C:2](=[CH2:13])[CH2:3][CH2:4][O:5][Si:6]([C:9]([CH3:12])([CH3:11])[CH3:10])([CH3:8])[CH3:7].C([Li])(C)(C)C.[Si:19]([O:26][CH2:27]/[CH:28]=[N:29]/[S@:30]([C:32]([CH3:35])([CH3:34])[CH3:33])=[O:31])([C:22]([CH3:25])([CH3:24])[CH3:23])([CH3:21])[CH3:20]. The catalyst is C1COCC1. The product is [CH3:33][C:32]([S@@:30]([NH:29][C@@H:28]([C:2](=[CH2:13])[CH2:3][CH2:4][O:5][Si:6]([CH3:8])([CH3:7])[C:9]([CH3:10])([CH3:11])[CH3:12])[CH2:27][O:26][Si:19]([CH3:21])([CH3:20])[C:22]([CH3:25])([CH3:24])[CH3:23])=[O:31])([CH3:35])[CH3:34]. The yield is 0.733. (8) The reactants are [CH2:1]([C:3]1[CH:4]=[CH:5][C:6]([CH2:9][CH2:10][OH:11])=[N:7][CH:8]=1)[CH3:2].[OH:12]O. The catalyst is C(O)(=O)C. The product is [CH3:2][CH2:1][C:3]1[CH:4]=[CH:5][C:6]([CH2:9][CH2:10][OH:11])=[N+:7]([O-:12])[CH:8]=1. The yield is 0.810. (9) The reactants are [OH:1][CH2:2][C:3]1[CH:7]=[C:6]([C:8]2[CH:13]=[CH:12][CH:11]=[CH:10][CH:9]=2)[N:5]([C:14]2[CH:19]=[CH:18][C:17]([S:20]([NH2:23])(=[O:22])=[O:21])=[CH:16][CH:15]=2)[N:4]=1.C1C=C[NH+]=CC=1.[O-][Cr](Cl)(=O)=O. The catalyst is C(Cl)Cl. The product is [CH:2]([C:3]1[CH:7]=[C:6]([C:8]2[CH:9]=[CH:10][CH:11]=[CH:12][CH:13]=2)[N:5]([C:14]2[CH:19]=[CH:18][C:17]([S:20]([NH2:23])(=[O:22])=[O:21])=[CH:16][CH:15]=2)[N:4]=1)=[O:1]. The yield is 0.700.